From a dataset of Catalyst prediction with 721,799 reactions and 888 catalyst types from USPTO. Predict which catalyst facilitates the given reaction. (1) The catalyst class is: 2. Product: [CH2:13]([N:20]([CH2:21][C:22]([CH3:24])=[CH2:23])[C:10]([CH:9]1[C:6]2[CH:5]=[CH:4][CH:3]=[C:2]([Cl:1])[C:7]=2[CH2:8]1)=[O:12])[C:14]1[CH:19]=[CH:18][CH:17]=[CH:16][CH:15]=1. Reactant: [Cl:1][C:2]1[C:7]2[CH2:8][CH:9]([C:10]([OH:12])=O)[C:6]=2[CH:5]=[CH:4][CH:3]=1.[CH2:13]([NH:20][CH2:21][C:22]([CH3:24])=[CH2:23])[C:14]1[CH:19]=[CH:18][CH:17]=[CH:16][CH:15]=1.C(N(CC)CC)C.[O-]P1(OP([O-])(=O)OP([O-])(=O)OP([O-])(=O)O1)=O.[Na+].[Na+].[Na+].[Na+]. (2) Reactant: C(N(CC)CC)C.[F:8][C:9]([F:15])([F:14])[S:10]([O-:13])(=[O:12])=[O:11].[Fe+2:16].C(#N)C.C(#N)C.C(#N)C.C(#N)C.C(#N)C.C(#N)C.FC(F)(F)S([O-])(=O)=O.[S-]C#N.[Na+].[K+].[Br-]. Product: [F:8][C:9]([F:15])([F:14])[S:10]([O-:13])(=[O:12])=[O:11].[Fe+2:16].[F:8][C:9]([F:15])([F:14])[S:10]([O-:13])(=[O:12])=[O:11]. The catalyst class is: 10. (3) Reactant: Cl[C:2]1[CH:10]=[CH:9][CH:8]=[CH:7][C:3]=1[C:4](Cl)=[O:5].C([NH:15][CH:16]1[C:24]2[C:19](=[CH:20][CH:21]=[C:22]([C:25]([O:27][CH3:28])=[O:26])[CH:23]=2)[CH2:18][CH2:17]1)(C)(C)C.CCN([CH:35]([CH3:37])[CH3:36])C(C)C.[C:38](#N)C. Product: [C:3]1([C:4]([NH:15][C@H:16]2[C:24]3[C:19](=[CH:20][CH:21]=[C:22]([C:25]([O:27][CH3:28])=[O:26])[CH:23]=3)[CH2:18][CH2:17]2)=[O:5])[C:2]2[C:10](=[CH:38][CH:37]=[CH:35][CH:36]=2)[CH:9]=[CH:8][CH:7]=1. The catalyst class is: 142.